This data is from Peptide-MHC class I binding affinity with 185,985 pairs from IEDB/IMGT. The task is: Regression. Given a peptide amino acid sequence and an MHC pseudo amino acid sequence, predict their binding affinity value. This is MHC class I binding data. The peptide sequence is VTVIKNNMI. The MHC is Mamu-A02 with pseudo-sequence Mamu-A02. The binding affinity (normalized) is 0.307.